Task: Predict the reactants needed to synthesize the given product.. Dataset: Full USPTO retrosynthesis dataset with 1.9M reactions from patents (1976-2016) (1) Given the product [C:1]([C:3]1[CH:4]=[C:5]([NH:6][CH:13]([C:15]2[CH:16]=[C:17]([C:32]([N:34]([CH3:36])[CH3:35])=[O:33])[CH:18]=[C:19]3[C:24]=2[O:23][C:22]([N:25]2[CH2:30][CH2:29][O:28][CH2:27][CH2:26]2)=[CH:21][C:20]3=[O:31])[CH3:14])[CH:7]=[C:8]([F:10])[CH:9]=1)#[CH:2], predict the reactants needed to synthesize it. The reactants are: [C:1]([C:3]1[CH:4]=[C:5]([CH:7]=[C:8]([F:10])[CH:9]=1)[NH2:6])#[CH:2].Br.Br[CH:13]([C:15]1[CH:16]=[C:17]([C:32]([N:34]([CH3:36])[CH3:35])=[O:33])[CH:18]=[C:19]2[C:24]=1[O:23][C:22]([N:25]1[CH2:30][CH2:29][O:28][CH2:27][CH2:26]1)=[CH:21][C:20]2=[O:31])[CH3:14]. (2) Given the product [NH2:13][CH:5]1[CH:6]2[CH2:11][C:2]3([OH:1])[CH2:9][CH:8]([CH2:10][CH:4]1[CH2:3]3)[CH2:7]2, predict the reactants needed to synthesize it. The reactants are: [OH:1][C:2]12[CH2:11][CH:6]3[CH2:7][CH:8]([CH2:10][CH:4]([C:5]3=O)[CH2:3]1)[CH2:9]2.[NH3:13]. (3) Given the product [Br:12][C:13]1[N:18]=[CH:17][C:16]([CH2:19][NH:11][C:8]23[CH2:10][CH:4]4[CH2:5][CH:6]([CH2:1][CH:2]([CH2:3]4)[CH2:9]2)[CH2:7]3)=[CH:15][N:14]=1, predict the reactants needed to synthesize it. The reactants are: [CH2:1]1[CH:6]2[CH2:7][C:8]3([NH2:11])[CH2:10][CH:4]([CH2:5]2)[CH2:3][CH:2]1[CH2:9]3.[Br:12][C:13]1[N:18]=[CH:17][C:16]([CH:19]=O)=[CH:15][N:14]=1. (4) Given the product [Br:1][C:2]1[O:6][C:5]([C:7]2[NH:11][N:10]=[N:9][N:8]=2)=[CH:4][CH:3]=1, predict the reactants needed to synthesize it. The reactants are: [Br:1][C:2]1[O:6][C:5]([C:7]#[N:8])=[CH:4][CH:3]=1.[N-:9]=[N+:10]=[N-:11].[Na+].Cl.C(N(CC)CC)C. (5) Given the product [C:1]([O:5][C:6]([N:8]1[CH2:13][CH2:12][CH:11]([O:14][C:18]2[CH:19]=[CH:20][C:21]([N+:23]([O-:25])=[O:24])=[CH:22][C:17]=2[C:16]([F:15])([F:27])[F:28])[CH2:10][CH2:9]1)=[O:7])([CH3:4])([CH3:2])[CH3:3], predict the reactants needed to synthesize it. The reactants are: [C:1]([O:5][C:6]([N:8]1[CH2:13][CH2:12][CH:11]([OH:14])[CH2:10][CH2:9]1)=[O:7])([CH3:4])([CH3:3])[CH3:2].[F:15][C:16]([F:28])([F:27])[C:17]1[CH:22]=[C:21]([N+:23]([O-:25])=[O:24])[CH:20]=[CH:19][C:18]=1O.FC(F)(F)C1C=C([N+]([O-])=O)C=CC=1.C1(P(C2C=CC=CC=2)C2C=CC=CC=2)C=CC=CC=1. (6) Given the product [F:12][C:10]1[CH:11]=[C:2]([C:15]([CH3:17])([CH3:16])[C:14]#[N:18])[CH:3]=[C:4]2[C:9]=1[C:8](=[O:13])[NH:7][CH2:6][CH2:5]2, predict the reactants needed to synthesize it. The reactants are: F[C:2]1[CH:3]=[C:4]2[C:9](=[C:10]([F:12])[CH:11]=1)[C:8](=[O:13])[NH:7][CH2:6][CH2:5]2.[C:14](#[N:18])[CH:15]([CH3:17])[CH3:16].C[Si]([N-][Si](C)(C)C)(C)C.[K+].